Dataset: Forward reaction prediction with 1.9M reactions from USPTO patents (1976-2016). Task: Predict the product of the given reaction. (1) Given the reactants [C:1](#[N:5])[CH2:2][C:3]#[N:4].C[O-].[Na+].[F:9][CH:10]([F:15])[C:11](OC)=[O:12], predict the reaction product. The product is: [F:9][CH:10]([F:15])[C:11](=[C:2]([C:1]#[N:5])[C:3]#[N:4])[OH:12]. (2) The product is: [CH:1]1[CH:2]=[CH:3][C:4]([C@@H:7]([N:15]2[CH2:20][CH2:19][N:18]([CH2:21][CH2:22][O:23][CH2:24][C:25]([OH:27])=[O:26])[CH2:17][CH2:16]2)[C:8]2[CH:9]=[CH:10][C:11]([Cl:14])=[CH:12][CH:13]=2)=[CH:5][CH:6]=1. Given the reactants [CH:1]1[CH:2]=[CH:3][C:4]([C@@H:7]([N:15]2[CH2:20][CH2:19][N:18]([CH2:21][CH2:22][O:23][CH2:24][C:25]([OH:27])=[O:26])[CH2:17][CH2:16]2)[C:8]2[CH:9]=[CH:10][C:11]([Cl:14])=[CH:12][CH:13]=2)=[CH:5][CH:6]=1.Cl.Cl.C(O)(=O)C(C(C(O)=O)O)O.[Si](O)(O)(O)O.C([O-])(=O)CCCCCCCCCCCCCCCCC.[Mg+2].C([O-])(=O)CCCCCCCCCCCCCCCCC, predict the reaction product. (3) The product is: [CH3:20][O:19][CH2:18][CH2:17][CH2:16][C:12]1[C:9]2[C:10]([CH3:11])=[C:6]([C:4]([OH:5])=[O:3])[O:7][C:8]=2[CH:15]=[CH:14][CH:13]=1. Given the reactants C([O:3][C:4]([C:6]1[O:7][C:8]2[CH:15]=[CH:14][CH:13]=[C:12]([CH2:16][CH2:17][CH2:18][O:19][CH3:20])[C:9]=2[C:10]=1[CH3:11])=[O:5])C.[Li+].[OH-].Cl, predict the reaction product. (4) Given the reactants [Cl:1][C:2]1[CH:3]=[CH:4][C:5]([CH:23]=O)=[C:6]([N:8]2[CH2:12][CH:11]3[CH2:13][N:14]([C:16]([O:18][C:19]([CH3:22])([CH3:21])[CH3:20])=[O:17])[CH2:15][CH:10]3[CH2:9]2)[CH:7]=1.Cl.[N:26]1([C:32]([O:34][CH:35]([C:40]([F:43])([F:42])[F:41])[C:36]([F:39])([F:38])[F:37])=[O:33])[CH2:31][CH2:30][NH:29][CH2:28][CH2:27]1.[BH-](OC(C)=O)(OC(C)=O)OC(C)=O.[Na+], predict the reaction product. The product is: [Cl:1][C:2]1[CH:3]=[CH:4][C:5]([CH2:23][N:29]2[CH2:30][CH2:31][N:26]([C:32]([O:34][CH:35]([C:36]([F:37])([F:38])[F:39])[C:40]([F:41])([F:43])[F:42])=[O:33])[CH2:27][CH2:28]2)=[C:6]([N:8]2[CH2:12][CH:11]3[CH2:13][N:14]([C:16]([O:18][C:19]([CH3:21])([CH3:20])[CH3:22])=[O:17])[CH2:15][CH:10]3[CH2:9]2)[CH:7]=1. (5) Given the reactants [F:1][C:2]1[CH:3]=[C:4]([CH:9]2[C:14]([C:15]([OH:17])=O)=[C:13]([CH3:18])[NH:12][C:11](=[O:19])[NH:10]2)[CH:5]=[C:6]([F:8])[CH:7]=1.[F:20][C:21]1[CH:26]=[CH:25][C:24]([NH:27][C:28]2[C:36]3[C:31](=[CH:32][CH:33]=[C:34]([NH2:37])[CH:35]=3)[NH:30][N:29]=2)=[CH:23][CH:22]=1.C1CN([P+](Br)(N2CCCC2)N2CCCC2)CC1.F[P-](F)(F)(F)(F)F.C(N(C(C)C)CC)(C)C, predict the reaction product. The product is: [F:20][C:21]1[CH:22]=[CH:23][C:24]([NH:27][C:28]2[C:36]3[C:31](=[CH:32][CH:33]=[C:34]([NH:37][C:15]([C:14]4[CH:9]([C:4]5[CH:5]=[C:6]([F:8])[CH:7]=[C:2]([F:1])[CH:3]=5)[NH:10][C:11](=[O:19])[NH:12][C:13]=4[CH3:18])=[O:17])[CH:35]=3)[NH:30][N:29]=2)=[CH:25][CH:26]=1. (6) Given the reactants [OH:1][C:2]([C:32]1[CH:37]=[CH:36][CH:35]=[CH:34][CH:33]=1)([C:26]1[CH:31]=[CH:30][CH:29]=[CH:28][CH:27]=1)[CH:3]1[CH2:8][CH2:7][N:6]([CH2:9][CH2:10][C:11]#[C:12][C:13]2[CH:18]=[CH:17][C:16]([C:19]([CH3:25])([CH3:24])[C:20]([O:22][CH3:23])=[O:21])=[CH:15][CH:14]=2)[CH2:5][CH2:4]1.S(=O)(=O)(O)[OH:39], predict the reaction product. The product is: [OH:1][C:2]([C:32]1[CH:37]=[CH:36][CH:35]=[CH:34][CH:33]=1)([C:26]1[CH:31]=[CH:30][CH:29]=[CH:28][CH:27]=1)[CH:3]1[CH2:8][CH2:7][N:6]([CH2:9][CH2:10][CH2:11][C:12]([C:13]2[CH:18]=[CH:17][C:16]([C:19]([CH3:25])([CH3:24])[C:20]([O:22][CH3:23])=[O:21])=[CH:15][CH:14]=2)=[O:39])[CH2:5][CH2:4]1. (7) Given the reactants [CH3:1][O:2][C:3]1[CH:4]=[C:5]([CH2:9][CH2:10][NH2:11])[CH:6]=[CH:7][CH:8]=1.[CH:12](=O)[C:13]1[CH:18]=[CH:17][CH:16]=[CH:15][CH:14]=1.BrC1C=CC(C(C2C=CC=CC=2)N)=C(C)C=1, predict the reaction product. The product is: [CH:12](=[N:11][CH2:10][CH2:9][C:5]1[CH:6]=[CH:7][CH:8]=[C:3]([O:2][CH3:1])[CH:4]=1)[C:13]1[CH:18]=[CH:17][CH:16]=[CH:15][CH:14]=1.